Dataset: Catalyst prediction with 721,799 reactions and 888 catalyst types from USPTO. Task: Predict which catalyst facilitates the given reaction. (1) Product: [CH3:14][O:13][C:5]1[C:6]2[C:11](=[C:10]([CH3:12])[CH:9]=[CH:8][CH:7]=2)[C:2]([CH:23]=[O:24])=[CH:3][N:4]=1. The catalyst class is: 1. Reactant: Br[C:2]1[C:11]2[C:6](=[CH:7][CH:8]=[CH:9][C:10]=2[CH3:12])[C:5]([O:13][CH3:14])=[N:4][CH:3]=1.[Li]CCCC.CN([CH:23]=[O:24])C. (2) Reactant: Cl[CH2:2][CH2:3][O:4][C:5]1[CH:10]=[CH:9][CH:8]=[CH:7][C:6]=1[C:11]1([NH:14][C:15]2[C:16](=[O:34])[N:17]([C:21]3[CH:22]=[C:23]([CH:30]=[CH:31][C:32]=3[CH3:33])[C:24]([NH:26][CH:27]3[CH2:29][CH2:28]3)=[O:25])[CH:18]=[CH:19][N:20]=2)[CH2:13][CH2:12]1.[CH3:35][NH2:36].C(OCC)C. Product: [CH:27]1([NH:26][C:24](=[O:25])[C:23]2[CH:30]=[CH:31][C:32]([CH3:33])=[C:21]([N:17]3[CH:18]=[CH:19][N:20]=[C:15]([NH:14][C:11]4([C:6]5[CH:7]=[CH:8][CH:9]=[CH:10][C:5]=5[O:4][CH2:3][CH2:2][NH:36][CH3:35])[CH2:13][CH2:12]4)[C:16]3=[O:34])[CH:22]=2)[CH2:29][CH2:28]1. The catalyst class is: 38. (3) Reactant: [N+:1]([C:4]1[O:8][C:7]([C:9](Cl)=[O:10])=[CH:6][CH:5]=1)([O-:3])=[O:2].[CH3:12][O:13][C:14]1[CH:19]=[CH:18][C:17]([N:20]2[CH2:25][CH2:24][NH:23][CH2:22][CH2:21]2)=[CH:16][CH:15]=1. Product: [CH3:12][O:13][C:14]1[CH:15]=[CH:16][C:17]([N:20]2[CH2:25][CH2:24][N:23]([C:9]([C:7]3[O:8][C:4]([N+:1]([O-:3])=[O:2])=[CH:5][CH:6]=3)=[O:10])[CH2:22][CH2:21]2)=[CH:18][CH:19]=1. The catalyst class is: 624. (4) Reactant: C(OC([NH:8][C:9]1([C:24]([OH:26])=O)[CH2:14][CH2:13][N:12]([C:15]2[C:16]3[CH:23]=[CH:22][NH:21][C:17]=3[N:18]=[CH:19][N:20]=2)[CH2:11][CH2:10]1)=O)(C)(C)C.[Cl:27][C:28]1[CH:33]=[CH:32][C:31]([CH:34]([NH2:36])[CH3:35])=[CH:30][CH:29]=1.CN(C)CCCN=C=NCC.ON1C2C=CC=CC=2N=N1. Product: [NH2:8][C:9]1([C:24]([NH:36][CH:34]([C:31]2[CH:32]=[CH:33][C:28]([Cl:27])=[CH:29][CH:30]=2)[CH3:35])=[O:26])[CH2:10][CH2:11][N:12]([C:15]2[C:16]3[CH:23]=[CH:22][NH:21][C:17]=3[N:18]=[CH:19][N:20]=2)[CH2:13][CH2:14]1. The catalyst class is: 3. (5) Reactant: [NH:1]1[CH:5]=[C:4]([C:6]#[N:7])[N:3]=[CH:2]1.[CH3:8][Si:9]([CH3:16])([CH3:15])[CH2:10][CH2:11][O:12][CH2:13]Cl.C([O-])([O-])=O.[K+].[K+].CC(C)=O. Product: [CH3:8][Si:9]([CH3:16])([CH3:15])[CH2:10][CH2:11][O:12][CH2:13][N:1]1[CH:5]=[C:4]([C:6]#[N:7])[N:3]=[CH:2]1. The catalyst class is: 13.